From a dataset of Full USPTO retrosynthesis dataset with 1.9M reactions from patents (1976-2016). Predict the reactants needed to synthesize the given product. (1) Given the product [F:8][C:9]1[C:14]([F:15])=[CH:13][CH:12]=[CH:11][C:10]=1[C@H:16]1[CH2:22][N:21]2[C:23]([CH:26]3[CH2:30][CH2:29][O:28][CH2:27]3)=[CH:24][N:25]=[C:20]2[C@H:19]([NH:31][C:33]([N:60]2[CH2:61][CH2:62][CH:57]([N:49]3[C:50]4[C:51](=[N:52][CH:53]=[CH:54][CH:55]=4)[NH:56][C:48]3=[O:47])[CH2:58][CH2:59]2)=[O:34])[CH2:18][CH2:17]1, predict the reactants needed to synthesize it. The reactants are: C(N(CC)CC)C.[F:8][C:9]1[C:14]([F:15])=[CH:13][CH:12]=[CH:11][C:10]=1[C@H:16]1[CH2:22][N:21]2[C:23]([CH:26]3[CH2:30][CH2:29][O:28][CH2:27]3)=[CH:24][N:25]=[C:20]2[C@H:19]([NH2:31])[CH2:18][CH2:17]1.Cl[C:33](OC1C=CC([N+]([O-])=O)=CC=1)=[O:34].[Cl-].[Cl-].[O:47]=[C:48]1[NH:56][C:51]2=[NH+:52][CH:53]=[CH:54][CH:55]=[C:50]2[N:49]1[CH:57]1[CH2:62][CH2:61][NH2+:60][CH2:59][CH2:58]1. (2) Given the product [ClH:29].[F:28][CH:2]([F:1])[C:3]1[C:4]([CH2:19][NH2:20])=[CH:5][C:6]([C:9]2[CH:14]=[N:13][C:12]([C:15]([F:18])([F:17])[F:16])=[N:11][CH:10]=2)=[N:7][CH:8]=1, predict the reactants needed to synthesize it. The reactants are: [F:1][CH:2]([F:28])[C:3]1[C:4]([CH2:19][NH:20]C(=O)OC(C)(C)C)=[CH:5][C:6]([C:9]2[CH:10]=[N:11][C:12]([C:15]([F:18])([F:17])[F:16])=[N:13][CH:14]=2)=[N:7][CH:8]=1.[ClH:29]. (3) Given the product [CH3:16][NH:17][C:12]([C:9]1[C:8]([CH3:15])=[CH:7][C:6]2[C:11](=[C:2]([Br:1])[CH:3]=[N:4][CH:5]=2)[N:10]=1)=[O:14], predict the reactants needed to synthesize it. The reactants are: [Br:1][C:2]1[CH:3]=[N:4][CH:5]=[C:6]2[C:11]=1[N:10]=[C:9]([C:12]([OH:14])=O)[C:8]([CH3:15])=[CH:7]2.[CH3:16][N:17]1CCOCC1.F[B-](F)(F)F.N1(OC(N(C)C)=[N+](C)C)C2C=CC=CC=2N=N1.CN.O1CCCC1. (4) Given the product [O:18]1[CH2:17][CH2:16][CH:15]([O:14][CH2:13][C@@H:12]([C:21]([O:23][CH3:24])=[O:22])[NH2:11])[CH2:20][CH2:19]1, predict the reactants needed to synthesize it. The reactants are: C1(COC([NH:11][C@H:12]([C:21]([O:23][CH3:24])=[O:22])[CH2:13][O:14][CH:15]2[CH2:20][CH2:19][O:18][CH2:17][CH2:16]2)=O)C=CC=CC=1. (5) Given the product [NH2:1][C:4]1[CH:5]=[C:6]2[C:10](=[CH:11][CH:12]=1)[C:9](=[O:13])[N:8]([CH2:14][C:15]([O:17][CH2:18][C:19]1[CH:20]=[CH:21][CH:22]=[CH:23][CH:24]=1)=[O:16])[C:7]2=[O:25], predict the reactants needed to synthesize it. The reactants are: [N+:1]([C:4]1[CH:5]=[C:6]2[C:10](=[CH:11][CH:12]=1)[C:9](=[O:13])[N:8]([CH2:14][C:15]([O:17][CH2:18][C:19]1[CH:24]=[CH:23][CH:22]=[CH:21][CH:20]=1)=[O:16])[C:7]2=[O:25])([O-])=O.[Cl-].[NH4+]. (6) Given the product [CH2:35]([NH:37][C:30](=[O:32])[C@H:29]([O:28][C:26]1[CH:25]=[CH:24][CH:23]=[C:22]2[C:27]=1[C:18]([NH:17][C:13]1[CH:12]=[C:11]3[C:16](=[CH:15][CH:14]=1)[N:8]([CH2:7][C:2]1[CH:3]=[CH:4][CH:5]=[CH:6][N:1]=1)[N:9]=[CH:10]3)=[N:19][CH:20]=[N:21]2)[CH3:34])[CH3:36], predict the reactants needed to synthesize it. The reactants are: [N:1]1[CH:6]=[CH:5][CH:4]=[CH:3][C:2]=1[CH2:7][N:8]1[C:16]2[C:11](=[CH:12][C:13]([NH:17][C:18]3[C:27]4[C:22](=[CH:23][CH:24]=[CH:25][C:26]=4[O:28][C@H:29]([CH3:34])[C:30]([O:32]C)=O)[N:21]=[CH:20][N:19]=3)=[CH:14][CH:15]=2)[CH:10]=[N:9]1.[CH2:35]([NH2:37])[CH3:36]. (7) Given the product [C:22]([O:21][C:19](=[O:18])[N:9]([CH2:10][C:11]1[CH:12]=[CH:13][C:14]([OH:17])=[CH:15][CH:16]=1)[CH2:1][CH2:2][C:3]1[CH:4]=[CH:5][CH:6]=[CH:7][CH:8]=1)([CH3:25])([CH3:24])[CH3:23], predict the reactants needed to synthesize it. The reactants are: [CH2:1]([NH:9][CH2:10][C:11]1[CH:16]=[CH:15][C:14]([OH:17])=[CH:13][CH:12]=1)[CH2:2][C:3]1[CH:8]=[CH:7][CH:6]=[CH:5][CH:4]=1.[O:18](C(OC(C)(C)C)=O)[C:19]([O:21][C:22]([CH3:25])([CH3:24])[CH3:23])=O. (8) Given the product [CH3:18][C@@H:19]1[CH2:28][C:27]2[C:22](=[CH:23][CH:24]=[CH:25][CH:26]=2)[CH2:21][N:20]1[S:29]([C:32]1[CH:33]=[CH:34][C:35]([CH3:38])=[CH:36][CH:37]=1)(=[O:31])=[O:30], predict the reactants needed to synthesize it. The reactants are: [H-].[Al+3].[Li+].[H-].[H-].[H-].CC1C=CC(S(O[CH2:18][C@@H:19]2[CH2:28][C:27]3[C:22](=[CH:23][CH:24]=[CH:25][CH:26]=3)[CH2:21][N:20]2[S:29]([C:32]2[CH:37]=[CH:36][C:35]([CH3:38])=[CH:34][CH:33]=2)(=[O:31])=[O:30])(=O)=O)=CC=1.[OH-].[Na+]. (9) Given the product [ClH:1].[Cl:16][CH2:15][CH2:14][CH2:13][O:12][C:8]1[CH:7]=[C:6]2[C:11]([C:2]([NH:17][C:18]3[CH:22]=[C:21]([CH2:23][C:24]([OH:26])=[O:25])[NH:20][N:19]=3)=[N:3][CH:4]=[N:5]2)=[CH:10][CH:9]=1, predict the reactants needed to synthesize it. The reactants are: [Cl:1][C:2]1[C:11]2[C:6](=[CH:7][C:8]([O:12][CH2:13][CH2:14][CH2:15][Cl:16])=[CH:9][CH:10]=2)[N:5]=[CH:4][N:3]=1.[NH2:17][C:18]1[CH:22]=[C:21]([CH2:23][C:24]([OH:26])=[O:25])[NH:20][N:19]=1. (10) Given the product [Na:30].[CH2:70]([C:62]1([CH2:60][CH3:61])[O:63][CH2:64][CH:65]([CH2:68][O:69][C:11]2[CH:16]=[CH:15][N:14]=[C:13]([CH2:17][S:18]([C:20]3[NH:24][C:23]4[CH:25]=[CH:26][CH:27]=[CH:28][C:22]=4[N:21]=3)=[O:19])[C:12]=2[CH3:29])[CH2:66][O:67]1)[CH3:71], predict the reactants needed to synthesize it. The reactants are: COC1OCC(CO[C:11]2[CH:16]=[CH:15][N:14]=[C:13]([CH2:17][S:18]([C:20]3[NH:24][C:23]4[CH:25]=[CH:26][CH:27]=[CH:28][C:22]=4[N:21]=3)=[O:19])[C:12]=2[CH3:29])CO1.[Na:30].COC1OCC(COC2C=CN=C(CS(C3NC4C=CC=CC=4N=3)=O)C=2C)CO1.[CH2:60]([C:62]1([CH2:70][CH3:71])[O:67][CH2:66][CH:65]([CH2:68][OH:69])[CH2:64][O:63]1)[CH3:61].